This data is from Reaction yield outcomes from USPTO patents with 853,638 reactions. The task is: Predict the reaction yield, written as a fraction of the theoretical maximum amount of product (1.0 means a 100% yield; for example, 0.34 means a 34% yield). (1) The reactants are [CH3:1][C:2]([C:5]1[CH:13]=[C:9]([C:10]([OH:12])=O)[C:8]([OH:14])=[CH:7][CH:6]=1)([CH3:4])[CH3:3].[F:15][C:16]([F:29])([F:28])[C:17]1[CH:18]=[C:19]([CH:21]=[C:22]([C:24]([F:27])([F:26])[F:25])[CH:23]=1)[NH2:20]. No catalyst specified. The product is [F:15][C:16]([F:28])([F:29])[C:17]1[CH:18]=[C:19]([NH:20][C:10](=[O:12])[C:9]2[CH:13]=[C:5]([C:2]([CH3:1])([CH3:3])[CH3:4])[CH:6]=[CH:7][C:8]=2[OH:14])[CH:21]=[C:22]([C:24]([F:25])([F:27])[F:26])[CH:23]=1. The yield is 0.538. (2) The reactants are [C:1]([C:4]1[CH:27]=[CH:26][C:7]([O:8][CH2:9][C:10]2[CH:25]=[CH:24][C:13]([C:14]([C:16]3[CH:17]=[N:18][CH:19]=[C:20]([CH:23]=3)[C:21]#[N:22])=[O:15])=[CH:12][CH:11]=2)=[C:6]([CH2:28][CH2:29][CH3:30])[C:5]=1[OH:31])(=[O:3])[CH3:2].[N-:32]=[N+:33]=[N-:34].[Na+].Cl.C(N(CC)CC)C. No catalyst specified. The product is [OH:31][C:5]1[C:6]([CH2:28][CH2:29][CH3:30])=[C:7]([O:8][CH2:9][C:10]2[CH:11]=[CH:12][C:13]([C:14]([C:16]3[CH:17]=[N:18][CH:19]=[C:20]([C:21]4[N:32]=[N:33][NH:34][N:22]=4)[CH:23]=3)=[O:15])=[CH:24][CH:25]=2)[CH:26]=[CH:27][C:4]=1[C:1](=[O:3])[CH3:2]. The yield is 0.660. (3) The reactants are [N:1]1([C:7]2[CH:12]=[CH:11][C:10]([NH:13][C:14]([C:16]3[CH:25]=[C:24]([N:26]([CH3:28])[CH3:27])[C:23]4[C:18](=[C:19](Br)[CH:20]=[C:21]([O:29][CH3:30])[CH:22]=4)[N:17]=3)=[O:15])=[CH:9][CH:8]=2)[CH2:6][CH2:5][O:4][CH2:3][CH2:2]1.[CH3:32][N:33]1[CH2:38][CH2:37][NH:36][CH2:35][CH2:34]1.C1C=CC(P(C2C(C3C(P(C4C=CC=CC=4)C4C=CC=CC=4)=CC=C4C=3C=CC=C4)=C3C(C=CC=C3)=CC=2)C2C=CC=CC=2)=CC=1.C(=O)([O-])[O-].[Cs+].[Cs+]. The catalyst is C1(C)C=CC=CC=1. The product is [N:1]1([C:7]2[CH:12]=[CH:11][C:10]([NH:13][C:14]([C:16]3[CH:25]=[C:24]([N:26]([CH3:28])[CH3:27])[C:23]4[C:18](=[C:19]([N:36]5[CH2:37][CH2:38][N:33]([CH3:32])[CH2:34][CH2:35]5)[CH:20]=[C:21]([O:29][CH3:30])[CH:22]=4)[N:17]=3)=[O:15])=[CH:9][CH:8]=2)[CH2:6][CH2:5][O:4][CH2:3][CH2:2]1. The yield is 0.670. (4) The reactants are [CH:1]1([CH2:4][NH:5][C:6]([NH2:8])=[S:7])[CH2:3][CH2:2]1.C[O-].[Na+].[C:12]([CH2:14][C:15](OCC)=[O:16])#[N:13]. The catalyst is C(O)C. The product is [NH2:13][C:12]1[N:5]([CH2:4][CH:1]2[CH2:3][CH2:2]2)[C:6](=[S:7])[NH:8][C:15](=[O:16])[CH:14]=1. The yield is 0.560. (5) The reactants are [CH2:1]([O:3][C:4]1[CH:13]=[C:12]2[C:7]([CH:8]=[CH:9][CH:10]=[C:11]2[NH2:14])=[CH:6][CH:5]=1)[CH3:2].[Li].CO.N. The catalyst is O1CCCC1.O. The product is [CH2:1]([O:3][C:4]1[CH2:13][C:12]2[C:11]([NH2:14])=[CH:10][CH:9]=[CH:8][C:7]=2[CH2:6][CH:5]=1)[CH3:2]. The yield is 0.760. (6) The reactants are [H-].[K+].Br[C:4]1[CH:12]=[C:11]2[C:7]([CH:8]=[CH:9][NH:10]2)=[CH:6][CH:5]=1.C([Li])(C)(C)C.CCCCC.[CH3:23][S:24]SC. The catalyst is O1CCCC1. The product is [CH3:23][S:24][C:4]1[CH:12]=[C:11]2[C:7]([CH:8]=[CH:9][NH:10]2)=[CH:6][CH:5]=1. The yield is 0.530.